This data is from Full USPTO retrosynthesis dataset with 1.9M reactions from patents (1976-2016). The task is: Predict the reactants needed to synthesize the given product. (1) Given the product [CH3:1][O:2][C:3]1[CH:8]=[CH:7][CH:6]=[CH:5][C:4]=1[C:9]1[CH:17]=[C:16]2[C:12]([C:13](=[CH:36][C:31]3[NH:32][C:33]4[C:29]([CH:30]=3)=[CH:28][C:27]([O:26][CH2:25][CH2:24][N:19]3[CH2:23][CH2:22][CH2:21][CH2:20]3)=[CH:35][CH:34]=4)[C:14](=[O:18])[NH:15]2)=[CH:11][CH:10]=1, predict the reactants needed to synthesize it. The reactants are: [CH3:1][O:2][C:3]1[CH:8]=[CH:7][CH:6]=[CH:5][C:4]=1[C:9]1[CH:17]=[C:16]2[C:12]([CH2:13][C:14](=[O:18])[NH:15]2)=[CH:11][CH:10]=1.[N:19]1([CH2:24][CH2:25][O:26][C:27]2[CH:28]=[C:29]3[C:33](=[CH:34][CH:35]=2)[NH:32][C:31]([CH:36]=O)=[CH:30]3)[CH2:23][CH2:22][CH2:21][CH2:20]1. (2) Given the product [CH3:27][C:22]1([CH3:28])[C:23]([CH3:26])([CH3:25])[O:24][B:20]([C:3]2[CH:4]=[CH:5][C:6]3[C:7]4[C:12](=[CH:11][CH:10]=[CH:9][CH:8]=4)[C:13]4[C:18](=[CH:17][CH:16]=[CH:15][CH:14]=4)[C:19]=3[CH:2]=2)[O:21]1, predict the reactants needed to synthesize it. The reactants are: Br[C:2]1[C:19]2[C:18]3[C:13](=[CH:14][CH:15]=[CH:16][CH:17]=3)[C:12]3[C:7](=[CH:8][CH:9]=[CH:10][CH:11]=3)[C:6]=2[CH:5]=[CH:4][CH:3]=1.[B:20]1([B:20]2[O:24][C:23]([CH3:26])([CH3:25])[C:22]([CH3:28])([CH3:27])[O:21]2)[O:24][C:23]([CH3:26])([CH3:25])[C:22]([CH3:28])([CH3:27])[O:21]1.C([O-])(=O)C.[K+]. (3) Given the product [Cl:1][C:2]1[CH:3]=[C:4]([CH:25]=[CH:26][C:27]=1[Cl:28])[O:5][C:6]1[CH:11]=[CH:10][CH:9]=[CH:8][C:7]=1[NH:12][S:13]([C:16]1[CH:17]=[CH:18][C:19]([C:20]([N:39]2[CH2:40][CH2:41][N:36]([CH2:35][C:31]3[CH:30]=[N:29][CH:34]=[CH:33][CH:32]=3)[CH2:37][CH2:38]2)=[O:22])=[CH:23][CH:24]=1)(=[O:15])=[O:14], predict the reactants needed to synthesize it. The reactants are: [Cl:1][C:2]1[CH:3]=[C:4]([CH:25]=[CH:26][C:27]=1[Cl:28])[O:5][C:6]1[CH:11]=[CH:10][CH:9]=[CH:8][C:7]=1[NH:12][S:13]([C:16]1[CH:24]=[CH:23][C:19]([C:20]([OH:22])=O)=[CH:18][CH:17]=1)(=[O:15])=[O:14].[N:29]1[CH:34]=[CH:33][CH:32]=[C:31]([CH2:35][N:36]2[CH2:41][CH2:40][NH:39][CH2:38][CH2:37]2)[CH:30]=1.